Dataset: Forward reaction prediction with 1.9M reactions from USPTO patents (1976-2016). Task: Predict the product of the given reaction. The product is: [Cl:1][C:2]1[CH:3]=[C:4]2[C:12](=[CH:13][CH:14]=1)[NH:11][C:10]1[CH:9]([NH:15][C:21]([C:20]3[O:16][N:17]=[CH:18][CH:19]=3)=[O:22])[CH2:8][CH2:7][CH2:6][C:5]2=1. Given the reactants [Cl:1][C:2]1[CH:3]=[C:4]2[C:12](=[CH:13][CH:14]=1)[NH:11][C:10]1[CH:9]([NH2:15])[CH2:8][CH2:7][CH2:6][C:5]2=1.[O:16]1[C:20]([C:21](Cl)=[O:22])=[CH:19][CH:18]=[N:17]1, predict the reaction product.